Dataset: Reaction yield outcomes from USPTO patents with 853,638 reactions. Task: Predict the reaction yield, written as a fraction of the theoretical maximum amount of product (1.0 means a 100% yield; for example, 0.34 means a 34% yield). The reactants are [CH3:1][N:2]([CH3:27])[CH2:3][CH2:4][N:5]1[C:9]2[N:10]=[C:11]([C:20]3[CH:26]=[CH:25][C:23]([NH2:24])=[CH:22][CH:21]=3)[N:12]=[C:13]([N:14]3[CH2:19][CH2:18][O:17][CH2:16][CH2:15]3)[C:8]=2[CH:7]=[CH:6]1.ClC(Cl)(O[C:32](=[O:38])OC(Cl)(Cl)Cl)Cl.[CH3:40][N:41]([CH3:45])[CH2:42][CH2:43][NH2:44]. No catalyst specified. The product is [CH3:40][N:41]([CH3:45])[CH2:42][CH2:43][NH:44][C:32]([NH:24][C:23]1[CH:25]=[CH:26][C:20]([C:11]2[N:12]=[C:13]([N:14]3[CH2:15][CH2:16][O:17][CH2:18][CH2:19]3)[C:8]3[CH:7]=[CH:6][N:5]([CH2:4][CH2:3][N:2]([CH3:27])[CH3:1])[C:9]=3[N:10]=2)=[CH:21][CH:22]=1)=[O:38]. The yield is 0.600.